Predict the reaction yield, written as a fraction of the theoretical maximum amount of product (1.0 means a 100% yield; for example, 0.34 means a 34% yield). From a dataset of Reaction yield outcomes from USPTO patents with 853,638 reactions. (1) The reactants are [CH:1]1[C:2]([C:10]([O:12][CH3:13])=[O:11])=[CH:3][N:4]2[C:9]=1[CH:8]=[CH:7][CH:6]=[CH:5]2. The catalyst is [Pd].CO. The product is [CH:1]1[C:2]([C:10]([O:12][CH3:13])=[O:11])=[CH:3][N:4]2[C:9]=1[CH2:8][CH2:7][CH2:6][CH2:5]2. The yield is 0.810. (2) The catalyst is C(O)(=O)C. The product is [C:17]([O:16][C:14]([N:12]1[CH2:11][CH2:10][CH:9]([C:4]2[CH:5]=[C:6]([Cl:8])[CH:7]=[C:2]([Cl:1])[CH:3]=2)[CH2:13]1)=[O:15])([CH3:20])([CH3:18])[CH3:19]. The reactants are [Cl:1][C:2]1[CH:3]=[C:4]([CH:9]2[CH2:13][N:12]([C:14]([O:16][C:17]([CH3:20])([CH3:19])[CH3:18])=[O:15])[CH:11](OC)[CH2:10]2)[CH:5]=[C:6]([Cl:8])[CH:7]=1.[BH4-].[Na+].[OH-].[Na+]. The yield is 1.00. (3) The reactants are [CH3:1][N:2]1[CH2:7][CH2:6][N:5]([C:8](=[O:21])[CH2:9][CH2:10][CH2:11][O:12][C:13]2[CH:14]=[C:15]([CH:18]=[CH:19][CH:20]=2)[CH:16]=O)[CH2:4][CH2:3]1.[CH:22]([C:24]1[CH:25]=C(C=C[CH:36]=1)OCCCC(O)=O)=O.CN1CCNCC1.CN(C)CCCN=C=NCC.O.O[N:57]1[C:61]2[CH:62]=[CH:63][CH:64]=[CH:65][C:60]=2[N:59]=N1. The catalyst is ClCCl.O. The product is [C:24]([C:63]1[CH:64]=[CH:65][C:60]2[NH:59][C:16]([C:15]3[CH:14]=[C:13]([CH:20]=[CH:19][CH:18]=3)[O:12][CH2:11][CH2:10][CH2:9][C:8]([N:5]3[CH2:6][CH2:7][N:2]([CH3:1])[CH2:3][CH2:4]3)=[O:21])=[N:57][C:61]=2[CH:62]=1)([CH3:25])([CH3:36])[CH3:22]. The yield is 0.620. (4) The reactants are C[O:2][C:3](=[O:28])[CH2:4][CH2:5][N:6]1[C:10]2[CH:11]=[CH:12][CH:13]=[CH:14][C:9]=2[N:8]([CH2:15][C:16]2[CH:17]=[CH:18][CH:19]=[C:20]3[C:24]=2[N:23]([CH3:25])[C:22]([CH3:26])=[CH:21]3)[C:7]1=[O:27].O.[OH-].[Li+]. The catalyst is C1COCC1.O. The product is [CH3:25][N:23]1[C:24]2[C:20](=[CH:19][CH:18]=[CH:17][C:16]=2[CH2:15][N:8]2[C:9]3[CH:14]=[CH:13][CH:12]=[CH:11][C:10]=3[N:6]([CH2:5][CH2:4][C:3]([OH:28])=[O:2])[C:7]2=[O:27])[CH:21]=[C:22]1[CH3:26]. The yield is 0.870. (5) The reactants are [Si]([O:8][CH:9]1[CH2:12][N:11]([C:13]([C:15]2[S:23][C:22]3[C:17](=[N:18][CH:19]=[CH:20][C:21]=3Cl)[CH:16]=2)=[O:14])[CH2:10]1)(C(C)(C)C)(C)C.[F:25][C:26]1[CH:43]=[C:42]([N+:44]([O-:46])=[O:45])[CH:41]=[CH:40][C:27]=1[O:28]C1C=CN=C2C=C(SC)SC=12. No catalyst specified. The product is [F:25][C:26]1[CH:43]=[C:42]([N+:44]([O-:46])=[O:45])[CH:41]=[CH:40][C:27]=1[O:28][C:21]1[CH:20]=[CH:19][N:18]=[C:17]2[CH:16]=[C:15]([C:13]([N:11]3[CH2:10][CH:9]([OH:8])[CH2:12]3)=[O:14])[S:23][C:22]=12. The yield is 0.390. (6) The catalyst is CO. The reactants are [CH:1]1([CH:6]([C:26]2[CH:31]=[CH:30][CH:29]=[CH:28][N:27]=2)[C:7]([NH:9][C:10]2[CH:11]=[C:12]3[C:16](=[CH:17][CH:18]=2)[N:15](C2CCCCO2)[N:14]=[C:13]3[I:25])=[O:8])[CH2:5][CH2:4][CH2:3][CH2:2]1.CC1C=CC(S(O)(=O)=O)=CC=1.O. The yield is 0.690. The product is [CH:1]1([CH:6]([C:26]2[CH:31]=[CH:30][CH:29]=[CH:28][N:27]=2)[C:7]([NH:9][C:10]2[CH:11]=[C:12]3[C:16](=[CH:17][CH:18]=2)[NH:15][N:14]=[C:13]3[I:25])=[O:8])[CH2:5][CH2:4][CH2:3][CH2:2]1.